From a dataset of NCI-60 drug combinations with 297,098 pairs across 59 cell lines. Regression. Given two drug SMILES strings and cell line genomic features, predict the synergy score measuring deviation from expected non-interaction effect. Drug 1: CC1=C2C(C(=O)C3(C(CC4C(C3C(C(C2(C)C)(CC1OC(=O)C(C(C5=CC=CC=C5)NC(=O)OC(C)(C)C)O)O)OC(=O)C6=CC=CC=C6)(CO4)OC(=O)C)O)C)O. Drug 2: C1CN(P(=O)(OC1)NCCCl)CCCl. Cell line: SF-268. Synergy scores: CSS=1.38, Synergy_ZIP=-3.91, Synergy_Bliss=6.22, Synergy_Loewe=0.0658, Synergy_HSA=0.0885.